From a dataset of Full USPTO retrosynthesis dataset with 1.9M reactions from patents (1976-2016). Predict the reactants needed to synthesize the given product. (1) The reactants are: [NH2:1][C:2]1[CH:3]=[C:4]([CH:11]=[CH:12][C:13]=1[N:14]1[CH2:19][CH2:18][CH:17]([N:20]2[C:25]3[CH:26]=[CH:27][CH:28]=[CH:29][C:24]=3[CH2:23][O:22][C:21]2=[O:30])[CH2:16][CH2:15]1)[C:5]([NH:7][CH:8]([CH3:10])[CH3:9])=[O:6].[CH3:31][S:32](Cl)(=[O:34])=[O:33].N1C(C)=CC=CC=1C. Given the product [CH3:9][CH:8]([NH:7][C:5](=[O:6])[C:4]1[CH:11]=[CH:12][C:13]([N:14]2[CH2:15][CH2:16][CH:17]([N:20]3[C:25]4[CH:26]=[CH:27][CH:28]=[CH:29][C:24]=4[CH2:23][O:22][C:21]3=[O:30])[CH2:18][CH2:19]2)=[C:2]([NH:1][S:32]([CH3:31])(=[O:34])=[O:33])[CH:3]=1)[CH3:10], predict the reactants needed to synthesize it. (2) Given the product [CH3:1][O:2][C:3]1[CH:12]=[C:7]2[C:6](=[CH:5][C:4]=1[O:47][CH3:46])[N:29]=[CH:32][CH:33]=[C:8]2[O:15][C:16]1[C:25]([F:26])=[CH:24][C:19]2[N:20]=[C:21]([NH:23][C:41](=[O:42])[CH2:40][C:34]3[CH:39]=[CH:38][CH:37]=[CH:36][CH:35]=3)[S:22][C:18]=2[CH:17]=1, predict the reactants needed to synthesize it. The reactants are: [CH3:1][O:2][C:3]1[CH:4]=[C:5]2C(=C[C:12]=1OC)N=[C:8]([O:15][C:16]1[C:25]([F:26])=[CH:24][C:19]3[N:20]=[C:21]([NH2:23])[S:22][C:18]=3[CH:17]=1)[CH:7]=[CH:6]2.CC[N:29]([CH2:32][CH3:33])CC.[C:34]1([CH2:40][C:41](Cl)=[O:42])[CH:39]=[CH:38][CH:37]=[CH:36][CH:35]=1.C1C[O:47][CH2:46]C1. (3) Given the product [CH2:1]([O:3][C:4]([C:6]1[CH:15]=[CH:14][C:13]2[C:8](=[CH:9][CH:10]=[C:11]([C:44]3[C:52]4[C:47](=[CH:48][CH:49]=[C:50]([C:53]#[N:54])[CH:51]=4)[N:46]([CH:55]4[CH2:60][CH2:59][CH2:58][CH2:57][O:56]4)[N:45]=3)[CH:12]=2)[CH:7]=1)=[O:5])[CH3:2], predict the reactants needed to synthesize it. The reactants are: [CH2:1]([O:3][C:4]([C:6]1[CH:15]=[CH:14][C:13]2[C:8](=[CH:9][CH:10]=[C:11](Br)[CH:12]=2)[CH:7]=1)=[O:5])[CH3:2].B1(B2OC(C)(C)C(C)(C)O2)OC(C)(C)C(C)(C)O1.ClCCl.C([O-])(=O)C.[K+].Br[C:44]1[C:52]2[C:47](=[CH:48][CH:49]=[C:50]([C:53]#[N:54])[CH:51]=2)[N:46]([CH:55]2[CH2:60][CH2:59][CH2:58][CH2:57][O:56]2)[N:45]=1.P([O-])([O-])([O-])=O.[K+].[K+].[K+]. (4) Given the product [Cl:31][C:28]1[CH:29]=[CH:30][C:25]([N:16]2[C:15](=[O:32])[C:14]3[C:19](=[C:20]([I:21])[C:11]([N:4]([CH2:5][CH2:6][OH:7])[C:1](=[O:3])[CH3:2])=[CH:12][CH:13]=3)[N:18]=[C:17]2[CH:22]([CH3:24])[CH3:23])=[CH:26][CH:27]=1, predict the reactants needed to synthesize it. The reactants are: [C:1]([N:4]([C:11]1[C:20]([I:21])=[C:19]2[C:14]([C:15](=[O:32])[N:16]([C:25]3[CH:30]=[CH:29][C:28]([Cl:31])=[CH:27][CH:26]=3)[C:17]([CH:22]([CH3:24])[CH3:23])=[N:18]2)=[CH:13][CH:12]=1)[CH2:5][CH2:6][O:7]C(=O)C)(=[O:3])[CH3:2].C(=O)([O-])[O-].[K+].[K+]. (5) Given the product [CH2:1]([C:4]1([CH3:19])[C:9]2[N:10]([CH2:22][C:23]([C:26]3[CH:31]=[CH:30][N:29]=[CH:28][CH:27]=3)([OH:24])[CH3:25])[C:11]3[CH:12]=[CH:13][C:14]([CH3:17])=[CH:15][C:16]=3[C:8]=2[CH2:7][N:6]([CH3:18])[CH2:5]1)[CH:2]=[CH2:3], predict the reactants needed to synthesize it. The reactants are: [CH2:1]([C:4]1([CH3:19])[C:9]2[NH:10][C:11]3[CH:12]=[CH:13][C:14]([CH3:17])=[CH:15][C:16]=3[C:8]=2[CH2:7][N:6]([CH3:18])[CH2:5]1)[CH:2]=[CH2:3].[H-].[Na+].[CH3:22][C:23]1([C:26]2[CH:31]=[CH:30][N:29]=[CH:28][CH:27]=2)[CH2:25][O:24]1. (6) The reactants are: C(N(CC)CC)C.[NH2:8][C:9]1[N:17]=[C:16]([CH3:18])[CH:15]=[CH:14][C:10]=1[C:11]([OH:13])=O.[F:19][C:20]([F:38])([F:37])[O:21][C:22]1[CH:23]=[C:24]([O:28][C:29]2[CH:30]=[C:31]([CH:34]=[CH:35][CH:36]=2)[CH2:32][NH2:33])[CH:25]=[CH:26][CH:27]=1.CN([P+](ON1N=NC2C=CC=CC1=2)(N(C)C)N(C)C)C.F[P-](F)(F)(F)(F)F. Given the product [F:19][C:20]([F:37])([F:38])[O:21][C:22]1[CH:23]=[C:24]([O:28][C:29]2[CH:30]=[C:31]([CH2:32][NH:33][C:11](=[O:13])[C:10]3[CH:14]=[CH:15][C:16]([CH3:18])=[N:17][C:9]=3[NH2:8])[CH:34]=[CH:35][CH:36]=2)[CH:25]=[CH:26][CH:27]=1, predict the reactants needed to synthesize it. (7) Given the product [C:1]([C:3]1[CH:4]=[C:5]([C:6]2[O:7][N:17]=[C:18]([C:19]3[C:29]4[CH2:28][CH2:27][N:26]([C:30]([O:32][C:33]([CH3:36])([CH3:35])[CH3:34])=[O:31])[CH2:25][CH2:24][C:23]=4[CH:22]=[CH:21][CH:20]=3)[N:37]=2)[CH:9]=[CH:10][C:11]=1[O:12][CH:13]([CH3:15])[CH3:14])#[N:2], predict the reactants needed to synthesize it. The reactants are: [C:1]([C:3]1[CH:4]=[C:5]([CH:9]=[CH:10][C:11]=1[O:12][CH:13]([CH3:15])[CH3:14])[C:6](Cl)=[O:7])#[N:2].O[NH:17][C:18](=[NH:37])[C:19]1[C:29]2[CH2:28][CH2:27][N:26]([C:30]([O:32][C:33]([CH3:36])([CH3:35])[CH3:34])=[O:31])[CH2:25][CH2:24][C:23]=2[CH:22]=[CH:21][CH:20]=1.C(N(CC)CC)C. (8) Given the product [Cl:1][C:2]1[CH:7]=[CH:6][N:5]=[C:4]2[CH:8]=[C:9]([C:11]3[N:15]([CH3:16])[C:14]([C:17]([CH3:19])=[CH2:18])=[N:13][CH:12]=3)[S:10][C:3]=12, predict the reactants needed to synthesize it. The reactants are: [Cl:1][C:2]1[CH:7]=[CH:6][N:5]=[C:4]2[CH:8]=[C:9]([C:11]3[N:15]([CH3:16])[C:14]([C:17](O)([CH3:19])[CH3:18])=[N:13][CH:12]=3)[S:10][C:3]=12.S(Cl)(Cl)=O. (9) Given the product [CH3:10][O:7][CH:6]([O:33][CH3:34])[C:5]1[CH:8]=[CH:9][C:2]([CH2:22][C@@H:21]([OH:20])[C@H:23]([OH:31])[CH2:24][CH2:25][CH2:26][CH2:27][CH2:28][CH2:29][CH3:30])=[CH:3][CH:4]=1, predict the reactants needed to synthesize it. The reactants are: Br[C:2]1[CH:9]=[CH:8][C:5]([CH:6]=[O:7])=[CH:4][CH:3]=1.[CH2:10]([Li])CCC.[Cu](C#N)C#N.[O:20]1[CH2:22][C@@H:21]1[C@H:23]([OH:31])[CH2:24][CH2:25][CH2:26][CH2:27][CH2:28][CH2:29][CH3:30].N.[O:33]1CCC[CH2:34]1. (10) Given the product [CH2:1]([O:8][NH:9][C:10](=[O:29])[CH2:11][C@H:12]([C:22]1[O:37][CH:35]=[C:34]([CH2:38][NH:33][CH:30]([CH3:32])[CH3:31])[N:26]=1)[CH2:13][CH2:14][CH2:15][CH:16]1[CH2:17][CH2:18][CH2:19][CH2:20][CH2:21]1)[C:2]1[CH:3]=[CH:4][CH:5]=[CH:6][CH:7]=1, predict the reactants needed to synthesize it. The reactants are: [CH2:1]([O:8][NH:9][C:10](=[O:29])[CH2:11][C@H:12]([C:22]1OC=C(C=O)[N:26]=1)[CH2:13][CH2:14][CH2:15][CH:16]1[CH2:21][CH2:20][CH2:19][CH2:18][CH2:17]1)[C:2]1[CH:7]=[CH:6][CH:5]=[CH:4][CH:3]=1.[CH:30]([NH2:33])([CH3:32])[CH3:31].[CH3:34][C:35]([OH:37])=O.[CH2:38](Cl)Cl.